Dataset: Forward reaction prediction with 1.9M reactions from USPTO patents (1976-2016). Task: Predict the product of the given reaction. (1) Given the reactants [CH3:1][N:2]1[C:6]2[CH:7]=[C:8]([NH:26]C(=O)C(F)(F)F)[C:9]([O:11][C:12]3[CH:13]=[C:14]([CH:23]=[CH:24][CH:25]=3)[O:15][CH2:16][CH2:17][CH2:18][C:19]([O:21]C)=[O:20])=[CH:10][C:5]=2[N:4]([CH3:33])[C:3]1=[O:34].[OH-].[Na+], predict the reaction product. The product is: [NH2:26][C:8]1[C:9]([O:11][C:12]2[CH:13]=[C:14]([CH:23]=[CH:24][CH:25]=2)[O:15][CH2:16][CH2:17][CH2:18][C:19]([OH:21])=[O:20])=[CH:10][C:5]2[N:4]([CH3:33])[C:3](=[O:34])[N:2]([CH3:1])[C:6]=2[CH:7]=1. (2) Given the reactants Cl.[F:2][C:3]1([F:8])[CH2:7][CH2:6][NH:5][CH2:4]1.[C:9]([O:13][C:14]([N:16]1[CH2:21][CH2:20][C:19](=O)[CH2:18][CH2:17]1)=[O:15])([CH3:12])([CH3:11])[CH3:10].C(O)C.[BH3-]C#N.[Na+], predict the reaction product. The product is: [C:9]([O:13][C:14]([N:16]1[CH2:21][CH2:20][CH:19]([N:5]2[CH2:6][CH2:7][C:3]([F:8])([F:2])[CH2:4]2)[CH2:18][CH2:17]1)=[O:15])([CH3:12])([CH3:10])[CH3:11]. (3) Given the reactants Br[C:2]1[CH:3]=[N:4][CH:5]=[C:6]([Br:8])[CH:7]=1.[O:9]1[CH2:14][CH2:13][C:12](=[O:15])[CH2:11][CH2:10]1, predict the reaction product. The product is: [Br:8][C:6]1[CH:7]=[C:2]([C:12]2([OH:15])[CH2:13][CH2:14][O:9][CH2:10][CH2:11]2)[CH:3]=[N:4][CH:5]=1. (4) Given the reactants C([N:8]1[CH2:13][CH2:12][O:11][C@H:10]([CH2:14][C:15]2[CH:20]=[CH:19][C:18]([OH:21])=[C:17]([Br:22])[CH:16]=2)[CH2:9]1)(OC(C)(C)C)=O.C(N1CCO[C@H:32]([CH2:36][C:37]2C=CC=C(C=CC3C=NC=CC=3)C=2)[CH2:31]1)(OC(C)(C)C)=O.BrCCCC.C(O)(C(F)(F)F)=O, predict the reaction product. The product is: [Br:22][C:17]1[CH:16]=[C:15]([CH:20]=[CH:19][C:18]=1[O:21][CH2:31][CH2:32][CH2:36][CH3:37])[CH2:14][C@H:10]1[O:11][CH2:12][CH2:13][NH:8][CH2:9]1.